Dataset: Reaction yield outcomes from USPTO patents with 853,638 reactions. Task: Predict the reaction yield, written as a fraction of the theoretical maximum amount of product (1.0 means a 100% yield; for example, 0.34 means a 34% yield). (1) The reactants are [NH2:1][C:2]1[N:7]=[C:6]([CH3:8])[C:5]([CH2:9][NH:10][C:11]([C:13]2[CH:18]=[CH:17][N:16]=[C:15]([CH2:19][C:20]3[CH:21]=[C:22]4[C:27](=[C:28]([C:30]([O:32]C)=[O:31])[CH:29]=3)[N:26]=[CH:25][C:24]([Cl:34])=[CH:23]4)[CH:14]=2)=[O:12])=[C:4]([CH3:35])[CH:3]=1.[OH-].[Na+].CC(O)=O. The catalyst is C1COCC1.O. The product is [NH2:1][C:2]1[N:7]=[C:6]([CH3:8])[C:5]([CH2:9][NH:10][C:11]([C:13]2[CH:18]=[CH:17][N:16]=[C:15]([CH2:19][C:20]3[CH:21]=[C:22]4[C:27](=[C:28]([C:30]([OH:32])=[O:31])[CH:29]=3)[N:26]=[CH:25][C:24]([Cl:34])=[CH:23]4)[CH:14]=2)=[O:12])=[C:4]([CH3:35])[CH:3]=1. The yield is 0.657. (2) The reactants are C1N=CN(C(N2C=NC=C2)=O)C=1.[C:13]([OH:22])(=[O:21])[C:14]1[C:15](=[CH:17][CH:18]=[CH:19][CH:20]=1)[OH:16].[C:23](O)([CH3:26])([CH3:25])[CH3:24].C1CCN2C(=NCCC2)CC1.C([O-])(O)=O.[Na+]. The catalyst is CN(C=O)C. The product is [OH:16][C:15]1[CH:17]=[CH:18][CH:19]=[CH:20][C:14]=1[C:13]([O:22][C:23]([CH3:26])([CH3:25])[CH3:24])=[O:21]. The yield is 0.730. (3) The reactants are [C:1]([C:3]1[C:4]([CH3:15])=[N:5][S:6][C:7]=1[NH:8][C:9](=[O:14])[CH2:10][CH:11]([CH3:13])[CH3:12])#[N:2].[OH:16]O. The yield is 0.710. The product is [CH3:15][C:4]1[C:3]([C:1]([NH2:2])=[O:16])=[C:7]([NH:8][C:9](=[O:14])[CH2:10][CH:11]([CH3:13])[CH3:12])[S:6][N:5]=1. The catalyst is [NH4+].[OH-]. (4) The reactants are [C:1]([C:4]1[CH:13]=[CH:12][C:7]([C:8]([O:10][CH3:11])=[O:9])=[CH:6][C:5]=1[O:14][CH3:15])(=O)[CH3:2].Cl.[NH2:17][OH:18].C([O-])(=O)C.[Na+]. The catalyst is CO. The product is [OH:18][N:17]=[C:1]([C:4]1[CH:13]=[CH:12][C:7]([C:8]([O:10][CH3:11])=[O:9])=[CH:6][C:5]=1[O:14][CH3:15])[CH3:2]. The yield is 0.980. (5) The reactants are [CH3:1][O:2][CH2:3][C:4]([CH2:6][O:7][CH3:8])=[CH2:5].B.C1C[O:13]CC1.B(O[O-])=O.[Na+]. The catalyst is C1COCC1.C(Cl)Cl. The product is [CH3:1][O:2][CH2:3][CH:4]([CH2:6][O:7][CH3:8])[CH2:5][OH:13]. The yield is 0.480. (6) The reactants are [Cl:1][C:2]1[S:6][C:5]([C:7]2[C:11]([C:12]3[CH:17]=[CH:16][N:15]=[C:14]([NH2:18])[CH:13]=3)=[CH:10][N:9]([CH:19]([CH3:21])[CH3:20])[N:8]=2)=[CH:4][CH:3]=1.C(N(CC)CC)C.[C:29](Cl)(=[O:31])[CH3:30].C1C[O:36][CH2:35][CH2:34]1. No catalyst specified. The product is [C:29]([N:18]([C:14]1[CH:13]=[C:12]([C:11]2[C:7]([C:5]3[S:6][C:2]([Cl:1])=[CH:3][CH:4]=3)=[N:8][N:9]([CH:19]([CH3:21])[CH3:20])[CH:10]=2)[CH:17]=[CH:16][N:15]=1)[C:35](=[O:36])[CH3:34])(=[O:31])[CH3:30]. The yield is 0.810. (7) The reactants are [NH2:1][C:2]1[CH:3]=[CH:4][C:5]2[S:10][CH2:9][C:8](=[O:11])[NH:7][C:6]=2[CH:12]=1.[CH2:13]([C@H:15]1[O:17][CH2:16]1)[Cl:14]. The catalyst is CC#N. The product is [Cl:14][CH2:13][C@@H:15]([OH:17])[CH2:16][NH:1][C:2]1[CH:3]=[CH:4][C:5]2[S:10][CH2:9][C:8](=[O:11])[NH:7][C:6]=2[CH:12]=1. The yield is 0.640. (8) The reactants are C(OC(=O)[NH:7][C:8]([C:11](=[O:34])[NH:12][C:13]1[CH:18]=[CH:17][C:16]([C:19]2[CH:24]=[CH:23][CH:22]=[CH:21][C:20]=2[S:25](=[O:32])(=[O:31])[NH:26]C(C)(C)C)=[CH:15][C:14]=1[F:33])([CH3:10])[CH3:9])(C)(C)C.C(O)(C(F)(F)F)=O. The product is [NH2:7][C:8]([CH3:10])([CH3:9])[C:11]([NH:12][C:13]1[CH:18]=[CH:17][C:16]([C:19]2[CH:24]=[CH:23][CH:22]=[CH:21][C:20]=2[S:25](=[O:32])(=[O:31])[NH2:26])=[CH:15][C:14]=1[F:33])=[O:34]. No catalyst specified. The yield is 1.00. (9) The reactants are [CH2:1]1[CH2:6][C@H:5]([C:7]([OH:9])=[O:8])[CH2:4][CH2:3][C@H:2]1[CH2:10][NH2:11].[CH3:12][C:13]([CH3:32])([CH3:31])[C:14]([O:16][CH:17]([O:20][C:21](ON1C(=O)CCC1=O)=[O:22])[CH2:18][CH3:19])=[O:15]. The catalyst is CC(OC)(C)C.CC(C)=O.O. The product is [CH3:31][C:13]([CH3:12])([CH3:32])[C:14]([O:16][CH:17]([O:20][C:21]([NH:11][CH2:10][C@H:2]1[CH2:3][CH2:4][C@H:5]([C:7]([OH:9])=[O:8])[CH2:6][CH2:1]1)=[O:22])[CH2:18][CH3:19])=[O:15]. The yield is 0.450.